From a dataset of Experimentally validated miRNA-target interactions with 360,000+ pairs, plus equal number of negative samples. Binary Classification. Given a miRNA mature sequence and a target amino acid sequence, predict their likelihood of interaction. (1) The miRNA is mmu-miR-362-5p with sequence AAUCCUUGGAACCUAGGUGUGAAU. The protein sequence of the target gene is MGPFGALCLAWALLGVVRACPEPCACVDKYAHQFADCAYKELREVPEGLPANVTTLSLSANKITVLRRGAFVNVTQVTSLWLAHSEVRTVESGALAVLSQLKNLDLSHNLISNFPWSDLRNLSALQLLKMNHNRLGSLPRDALGALPDLRSLRINNNRLRTLEPGTFDALSALSHLQLYHNPFHCSCGLVWLQAWAASTRVSLPEPDSIACASPPELQGVPVHRLPALPCAPPSVRLSAEPPPEAPGTPLRAGLAFMLHCVAEGHPTPRLQWQLQIPGGTVVLVPPVLSKEEDGGDKVED.... Result: 1 (interaction). (2) The miRNA is hsa-miR-98-5p with sequence UGAGGUAGUAAGUUGUAUUGUU. The protein sequence of the target gene is MASSHSSSPVPQGSSSDVFFKIEVDPSKHIRPVPSLPDVCPKEPTGDSHSLYVAPSLVTDQHRWTVYHSKVNLPAALNDPRLAKRESDFFTKTWGLDFVDTEVIPSFYLPQISKEHFTVYQQEISQREKIHERCKNICPPKDTFERTLLHTHDKSRTDLEQVPKIFMKPDFALDDSLTFNSVLPWSHFNTAGGKGNRDAASSKLLQEKLSHYLDIVEVNIAHQISLRSEAFFHAMTSQHELQDYLRKTSQAVKMLRDKIAQIDKVMCEGSLHILRLALTRNNCVKVYNKLKLMATVHQTQ.... Result: 1 (interaction). (3) The miRNA is hsa-miR-4460 with sequence AUAGUGGUUGUGAAUUUACCUU. The protein sequence of the target gene is MAQRKNAKSSGNSSSSGSGSGSTSAGSSSPGARRETKHGGHKNGRKGGLSGTSFFTWFMVIALLGVWTSVAVVWFDLVDYEEVLGKLGIYDADGDGDFDVDDAKVLLGLKERSTSEPAVPPEEAEPHTEPEEQVPVEAEPQNIEDEAKEQIQSLLHEMVHAEHVEGEDLQQEDGPTGEPQQEDDEFLMATDVDDRFETLEPEVSHEETEHSYHVEETVSQDCNQDMEEMMSEQENPDSSEPVVEDERLHHDTDDVTYQVYEEQAVYEPLENEGIEITEVTAPPEDNPVEDSQVIVEEVSI.... Result: 0 (no interaction). (4) The miRNA is hsa-miR-192-5p with sequence CUGACCUAUGAAUUGACAGCC. The protein sequence of the target gene is MEKLAAGLAGLRWSMGAFPLDLIVSRCRLPTLACLGPGEYAEGVSERDILLIHSCRQWTTVTAHTLEEGHYVIGPKIDIPLQYPGKFKLLEQARDVREPVRYFSSVEEVASVFPDRIFVMEAITFSVKVVSGEFSEDSEVYNFTLHAGDELTLMGQAEILCAKTTKERSRFTTLLRKLGRAGALAGVGGGGPASAGAAGGTGGGGARPVKGKMPCLICMNHRTNESLSLPFQCQGRFSTRSPLELQMQEGEHTVRAIIERVRLPVNVLVPSRPPRNPYDLHPVREGHCYKLVSIISKTVV.... Result: 1 (interaction). (5) The miRNA is hsa-miR-7856-5p with sequence UUUUAAGGACACUGAGGGAUC. The protein sequence of the target gene is MILQAGTPETSLLRVLFLGLSTLAAFSRAQMELHVPPGLNKLEAVEGEEVVLPAWYTMAREESWSHPREVPILIWFLEQEGKEPNQVLSYINGVMTNKPGTALVHSISSRNVSLRLGALQEGDSGTYRCSVNVQNDEGKSIGHSIKSIELKVLVPPAPPSCSLQGVPYVGTNVTLNCKSPRSKPTAQYQWERLAPSSQVFFGPALDAVRGSLKLTNLSIAMSGVYVCKAQNRVGFAKCNVTLDVMTGSKAAVVAGAVVGTFVGLVLIAGLVLLYQRRSKTLEELANDIKEDAIAPRTLPW.... Result: 0 (no interaction).